From a dataset of Experimentally validated miRNA-target interactions with 360,000+ pairs, plus equal number of negative samples. Binary Classification. Given a miRNA mature sequence and a target amino acid sequence, predict their likelihood of interaction. (1) The miRNA is mmu-miR-466d-5p with sequence UGUGUGUGCGUACAUGUACAUG. The protein sequence of the target gene is MEPGSMENLSIVYQSSDFLVVNKHWDLRIDSKTWRETLTLQKQLRHHFPELADPDTCYGFRFCHQLDFSTSGALCVALNKAAAGSAYKCFKERRVTKAYLALVRGHVQESQVTINYAIGRNSTEGRTHTMCIEGTHGCENPKPSLTELLVLEHGLYAGDPVSKVLLKPLTGRTHQLRVHCSALGHPIVGDLTYGQAEDQEDQPFRMMLHAFYLRIPTQAERVEACTPDPFLPALDACWSPSTCVQPLEQLIQALRTDPDPDPMSGGPRPCSPSTPQPRPGRPPPETEAQRASCLQWLSEW.... Result: 0 (no interaction). (2) The miRNA is hsa-miR-877-3p with sequence UCCUCUUCUCCCUCCUCCCAG. The protein sequence of the target gene is MSQATKRKHVVKEVLGEHIVPSDQQQIVRVLRTPGNNLHEVETAQGQRFLVSMPSKYRKNIWIKRGDFLIVDPIEEGEKVKAEISFVLCKDHVRSLQKEGFWPEAFSEVAEKHNNRNRQTQPELPAEPQLSGEESSSEDDSDLFVNTNRRQYHESEEESEEEEAA. Result: 1 (interaction). (3) The miRNA is mmu-miR-133b-3p with sequence UUUGGUCCCCUUCAACCAGCUA. The protein sequence of the target gene is MEGDQRSGPPAQSLLPDGHLVLWTLCSVLLPVFITLWCSLQRSRRQLHRRDIFRKSKHCWRDTDLFSHPTYCCVCAQHILQGAFCDCCGLRVDEGCLKKVDKRFPCKEIMLKNDKAADAMPHHWIRGNVPLCSYCVFCRQQCGSQPKLCDYRCIWCQKTVHDECMRGSLRSEKCDFGEFRNLIIPPSYLTSINQMRKDKNTNYEGLASKFGKQWTPLIILANSRSGTNMGEGLLGEFKILLNPVQVFDVTKTPPIKALQLCTLLPYYSVRVLVCGGDGTVGWVLDAIDEMKIKGQEKYIP.... Result: 0 (no interaction). (4) The miRNA is hsa-miR-6793-5p with sequence UGUGGGUUCUGGGUUGGGGUGA. The protein sequence of the target gene is MGGKQRDEDDEAYGKPVKYDPSFRGPIKNRSCTDVICCVLFLLFILGYIVVGIVAWLYGDPRQVLYPRNSTGAYCGMGENKDKPYLLYFNIFSCILSSNIISVAENGLQCPTPQVCVSSCPEDPWTVGKNEFSQTVGEVFYTKNRNFCLPGVPWNMTVITSLQQELCPSFLLPSAPALGRCFPWTNVTPPALPGITNDTTIQQGISGLIDSLNARDISVKIFEDFAQSWYWILVALGVALVLSLLFILLLRLVAGPLVLVLILGVLGVLAYGIYYCWEEYRVLRDKGASISQLGFTTNLS.... Result: 0 (no interaction). (5) The miRNA is hsa-miR-3158-5p with sequence CCUGCAGAGAGGAAGCCCUUC. The protein sequence of the target gene is MSSPSPGKRRMDTDVVKLIESKHEVTILGGLNEFVVKFYGPQGTPYEGGVWKVRVDLPDKYPFKSPSIGFMNKIFHPNIDEASGTVCLDVINQTWTALYDLTNIFESFLPQLLAYPNPIDPLNGDAAAMYLHRPEEYKQKIKEYIQKYATEEALKEQEEGTGDSSSESSMSDFSEDEAQDMEL. Result: 1 (interaction). (6) The miRNA is mmu-miR-335-3p with sequence UUUUUCAUUAUUGCUCCUGACC. The protein sequence of the target gene is MSEVTRSLLQRWGASLRRGADFDSWGQLVEAIDEYQILARHLQKEAQAQHNNSEFTEEQKKTIGKIATCLELRSAALQSTQSQEEFKLEDLKKLEPILKNILTYNKEFPFDVQPIPLRRILAPGEEENLEFEEDEEGGAGAGPPDSFSARVPGTLLPRLPSEPGMTLLTIRIEKIGLKDAGQCIDPYITVSVKDLNGIDLTPVQDTPVASRKEDTYVHFNVDIELQKHVERLTKGAAIFFEFKHYKPKKRFTSTKCFAFMEMDEIKPGPIVIELYKKPTDFKRKKLQLLTKKPLYLHLHQ.... Result: 1 (interaction).